Task: Predict which catalyst facilitates the given reaction.. Dataset: Catalyst prediction with 721,799 reactions and 888 catalyst types from USPTO (1) Reactant: [C:1](Cl)(=[O:3])[CH3:2].Cl.[NH:6]1[CH2:11][CH2:10][CH:9]([O:12][C@@H:13]2[CH2:18][CH2:17][C@H:16]([C:19]([O:21][C:22]([CH3:25])([CH3:24])[CH3:23])=[O:20])[C@@H:15]([C:26]([O:28][CH3:29])=[O:27])[CH2:14]2)[CH2:8][CH2:7]1.CN1CCOCC1. Product: [C:1]([N:6]1[CH2:11][CH2:10][CH:9]([O:12][C@@H:13]2[CH2:18][CH2:17][C@H:16]([C:19]([O:21][C:22]([CH3:23])([CH3:24])[CH3:25])=[O:20])[C@@H:15]([C:26]([O:28][CH3:29])=[O:27])[CH2:14]2)[CH2:8][CH2:7]1)(=[O:3])[CH3:2]. The catalyst class is: 10. (2) Reactant: Cl[C:2]1[CH:9]=[CH:8][C:5]([CH:6]=[O:7])=[CH:4][N:3]=1.[CH3:10][S-:11].[Na+].O. Product: [CH3:10][S:11][C:2]1[CH:9]=[CH:8][C:5]([CH:6]=[O:7])=[CH:4][N:3]=1. The catalyst class is: 3. (3) Reactant: CC(C)([O-])C.CO[C:8](=[O:22])[C:9]1[CH:14]=[CH:13][N:12]=[C:11]([NH:15][C:16](=[O:21])[C:17]([CH3:20])([CH3:19])[CH3:18])[CH:10]=1.[CH3:23][C:24]#[N:25]. Product: [C:24]([CH2:23][C:8]([C:9]1[CH:14]=[CH:13][N:12]=[C:11]([NH:15][C:16](=[O:21])[C:17]([CH3:18])([CH3:19])[CH3:20])[CH:10]=1)=[O:22])#[N:25]. The catalyst class is: 11. (4) The catalyst class is: 23. Reactant: [CH2:1]([N:3]1[C:7]2=[N:8][CH:9]=[C:10]([C:20]([OH:22])=[O:21])[C:11]([NH:12][CH:13]3[CH2:18][CH2:17][C:16](=O)[CH2:15][CH2:14]3)=[C:6]2[CH:5]=[N:4]1)[CH3:2].Cl.[NH2:24][OH:25].CCN(C(C)C)C(C)C.CC(O)=O. Product: [CH2:1]([N:3]1[C:7]2=[N:8][CH:9]=[C:10]([C:20]([OH:22])=[O:21])[C:11]([NH:12][CH:13]3[CH2:18][CH2:17][C:16](=[N:24][OH:25])[CH2:15][CH2:14]3)=[C:6]2[CH:5]=[N:4]1)[CH3:2]. (5) Reactant: [CH:1](=[O:8])[C:2]1[CH:7]=[CH:6][CH:5]=[CH:4][CH:3]=1.[CH:9]([Mg]Br)=[CH2:10]. Product: [C:2]1([CH:1]([OH:8])[CH:9]=[CH2:10])[CH:7]=[CH:6][CH:5]=[CH:4][CH:3]=1. The catalyst class is: 116. (6) Reactant: [Br:1][C:2]1[CH:7]=[CH:6][C:5]([C:8]2([C:11]([NH:13][NH2:14])=O)[CH2:10][CH2:9]2)=[CH:4][C:3]=1[F:15].[Si:16]([O:23][CH2:24][C:25]1([CH3:34])[S:31][CH2:30][CH2:29][N:28]=[C:27](SC)[CH2:26]1)([C:19]([CH3:22])([CH3:21])[CH3:20])([CH3:18])[CH3:17]. Product: [Br:1][C:2]1[CH:7]=[CH:6][C:5]([C:8]2([C:11]3[N:28]4[CH2:29][CH2:30][S:31][C:25]([CH2:24][O:23][Si:16]([C:19]([CH3:22])([CH3:21])[CH3:20])([CH3:18])[CH3:17])([CH3:34])[CH2:26][C:27]4=[N:14][N:13]=3)[CH2:10][CH2:9]2)=[CH:4][C:3]=1[F:15]. The catalyst class is: 51. (7) Reactant: [Si:1]([O:8][CH2:9][C:10]1[C:18]([CH:19]=C)=[C:17]([Cl:21])[CH:16]=[C:15]2[C:11]=1[CH:12]=[N:13][N:14]2[C:22]([C:35]1[CH:40]=[CH:39][CH:38]=[CH:37][CH:36]=1)([C:29]1[CH:34]=[CH:33][CH:32]=[CH:31][CH:30]=1)[C:23]1[CH:28]=[CH:27][CH:26]=[CH:25][CH:24]=1)([C:4]([CH3:7])([CH3:6])[CH3:5])([CH3:3])[CH3:2].I([O-])(=O)(=O)=[O:42].[Na+]. Product: [Si:1]([O:8][CH2:9][C:10]1[C:18]([CH:19]=[O:42])=[C:17]([Cl:21])[CH:16]=[C:15]2[C:11]=1[CH:12]=[N:13][N:14]2[C:22]([C:29]1[CH:30]=[CH:31][CH:32]=[CH:33][CH:34]=1)([C:35]1[CH:36]=[CH:37][CH:38]=[CH:39][CH:40]=1)[C:23]1[CH:24]=[CH:25][CH:26]=[CH:27][CH:28]=1)([C:4]([CH3:6])([CH3:5])[CH3:7])([CH3:3])[CH3:2]. The catalyst class is: 771.